From a dataset of Catalyst prediction with 721,799 reactions and 888 catalyst types from USPTO. Predict which catalyst facilitates the given reaction. (1) Reactant: [C:1]([O:5][C:6]([N:8]1[CH2:14][CH2:13][C:12]2[C:15]([S:20][CH2:21][C:22]3[CH:27]=[CH:26][C:25]([C:28](O)=[O:29])=[C:24]([F:31])[CH:23]=3)=[C:16]([Cl:19])[CH:17]=[CH:18][C:11]=2[CH2:10][CH2:9]1)=[O:7])([CH3:4])([CH3:3])[CH3:2].[C:32]([NH2:36])([CH3:35])([CH3:34])[CH3:33].C(Cl)CCl.C1C=CC2N(O)N=NC=2C=1. Product: [C:1]([O:5][C:6]([N:8]1[CH2:14][CH2:13][C:12]2[C:15]([S:20][CH2:21][C:22]3[CH:27]=[CH:26][C:25]([C:28](=[O:29])[NH:36][C:32]([CH3:35])([CH3:34])[CH3:33])=[C:24]([F:31])[CH:23]=3)=[C:16]([Cl:19])[CH:17]=[CH:18][C:11]=2[CH2:10][CH2:9]1)=[O:7])([CH3:4])([CH3:2])[CH3:3]. The catalyst class is: 31. (2) Reactant: [CH2:1]([CH:3]1[CH2:7][C:6](=O)[CH2:5][CH:4]1[C:9]([O:11][CH2:12][CH3:13])=[O:10])[CH3:2].CC(O)=O.[CH2:18]([NH:25][CH2:26][C:27]1[CH:32]=[CH:31][CH:30]=[CH:29][CH:28]=1)[C:19]1[CH:24]=[CH:23][CH:22]=[CH:21][CH:20]=1.C(O[BH-](OC(=O)C)OC(=O)C)(=O)C.[Na+].C([O-])(O)=O.[Na+]. Product: [CH2:26]([N:25]([CH2:18][C:19]1[CH:24]=[CH:23][CH:22]=[CH:21][CH:20]=1)[CH:6]1[CH2:5][CH:4]([C:9]([O:11][CH2:12][CH3:13])=[O:10])[CH:3]([CH2:1][CH3:2])[CH2:7]1)[C:27]1[CH:32]=[CH:31][CH:30]=[CH:29][CH:28]=1. The catalyst class is: 26. (3) Reactant: [N:1]1[CH:6]=[CH:5][CH:4]=[CH:3][C:2]=1[NH2:7].[C:8]1([CH3:21])[CH:13]=[C:12]([CH3:14])[CH:11]=[C:10]([CH3:15])[C:9]=1[S:16]([O:19][NH2:20])(=[O:18])=[O:17]. Product: [NH2:20][N:1]1[CH:6]=[CH:5][CH:4]=[CH:3][C:2]1=[NH2+:7].[CH3:15][C:10]1[CH:11]=[C:12]([CH3:14])[CH:13]=[C:8]([CH3:21])[C:9]=1[S:16]([O-:19])(=[O:18])=[O:17]. The catalyst class is: 2. (4) Reactant: [Cl:1][C:2]1[N:10]([CH2:11][CH:12]=[CH2:13])[C:9]2[C:8](=[O:14])[N:7]([CH3:15])[C:6](=[O:16])[N:5](COCCOC)[C:4]=2[N:3]=1.Cl. Product: [Cl:1][C:2]1[N:10]([CH2:11][CH:12]=[CH2:13])[C:9]2[C:8](=[O:14])[N:7]([CH3:15])[C:6](=[O:16])[NH:5][C:4]=2[N:3]=1. The catalyst class is: 38. (5) Reactant: C[Al](C)C.[CH3:5][NH:6][CH3:7].C([O:10][C:11]([C:13]1[CH:18]=[CH:17][N:16]2[N:19]=[C:20]([C:32]3[CH:37]=[CH:36][CH:35]=[CH:34][N:33]=3)[C:21]([C:22]3[C:31]4[C:26](=[CH:27][CH:28]=[CH:29][CH:30]=4)[N:25]=[CH:24][CH:23]=3)=[C:15]2[CH:14]=1)=O)C.C([O-])(=O)C(C(C([O-])=O)O)O.[Na+].[K+]. Product: [CH3:5][N:6]([CH3:7])[C:11]([C:13]1[CH:18]=[CH:17][N:16]2[N:19]=[C:20]([C:32]3[CH:37]=[CH:36][CH:35]=[CH:34][N:33]=3)[C:21]([C:22]3[C:31]4[C:26](=[CH:27][CH:28]=[CH:29][CH:30]=4)[N:25]=[CH:24][CH:23]=3)=[C:15]2[CH:14]=1)=[O:10]. The catalyst class is: 2. (6) Reactant: [NH2:1][C:2]1[CH:3]=[C:4]([Br:27])[C:5]([C@@H:9]([NH:19][C:20](=[O:26])[O:21][C:22]([CH3:25])([CH3:24])[CH3:23])[CH2:10][C:11]2[CH:16]=[C:15]([F:17])[CH:14]=[C:13]([F:18])[CH:12]=2)=[N:6][C:7]=1[Br:8].[F:28][C:29]([F:40])([F:39])[C:30](O[C:30](=[O:31])[C:29]([F:40])([F:39])[F:28])=[O:31].C(=O)([O-])[O-].[K+].[K+].O. Product: [Br:27][C:4]1[C:5]([C@@H:9]([NH:19][C:20](=[O:26])[O:21][C:22]([CH3:24])([CH3:23])[CH3:25])[CH2:10][C:11]2[CH:16]=[C:15]([F:17])[CH:14]=[C:13]([F:18])[CH:12]=2)=[N:6][C:7]([Br:8])=[C:2]([NH:1][C:30](=[O:31])[C:29]([F:40])([F:39])[F:28])[CH:3]=1. The catalyst class is: 12. (7) Reactant: [Cl:1][C:2]1[C:7]([CH:8]([C:10]2[CH:15]=[C:14]([O:16][CH3:17])[C:13]([O:18][CH3:19])=[CH:12][C:11]=2[CH:20]([CH3:22])[CH3:21])O)=[CH:6][N:5]=[C:4]([S:23][CH3:24])[N:3]=1.C([SiH](CC)CC)C.FC(F)(F)C(O)=O. Product: [Cl:1][C:2]1[C:7]([CH2:8][C:10]2[CH:15]=[C:14]([O:16][CH3:17])[C:13]([O:18][CH3:19])=[CH:12][C:11]=2[CH:20]([CH3:21])[CH3:22])=[CH:6][N:5]=[C:4]([S:23][CH3:24])[N:3]=1. The catalyst class is: 2.